Predict the product of the given reaction. From a dataset of Forward reaction prediction with 1.9M reactions from USPTO patents (1976-2016). (1) Given the reactants [Cl:1][C:2]1[C:3]2[C:8]([N:9]=[C:10]3[C:15]=1[CH:14]=[CH:13][CH:12]=[CH:11]3)=[CH:7][CH:6]=[CH:5][CH:4]=2.[F:16][C:17]1[CH:23]=[CH:22][C:20]([NH2:21])=[CH:19][CH:18]=1.CN1C(=O)CCC1, predict the reaction product. The product is: [ClH:1].[F:16][C:17]1[CH:23]=[CH:22][C:20]([NH:21][C:2]2[C:3]3[C:8]([N:9]=[C:10]4[C:15]=2[CH:14]=[CH:13][CH:12]=[CH:11]4)=[CH:7][CH:6]=[CH:5][CH:4]=3)=[CH:19][CH:18]=1. (2) Given the reactants [OH:1][CH2:2][CH2:3][CH:4]1[O:9][CH2:8][CH2:7][N:6]([C:10]([O:12][CH2:13][C:14]2[CH:19]=[CH:18][CH:17]=[CH:16][CH:15]=2)=[O:11])[CH2:5]1.[CH3:20][S:21](Cl)(=[O:23])=[O:22], predict the reaction product. The product is: [CH3:20][S:21]([O:1][CH2:2][CH2:3][CH:4]1[O:9][CH2:8][CH2:7][N:6]([C:10]([O:12][CH2:13][C:14]2[CH:19]=[CH:18][CH:17]=[CH:16][CH:15]=2)=[O:11])[CH2:5]1)(=[O:23])=[O:22]. (3) Given the reactants [CH3:1][O:2][C:3]1[CH:8]=[C:7]([C:9]([OH:11])=O)[CH:6]=[CH:5][N:4]=1.C(Cl)CCl.C1C=CC2N(O)N=NC=2C=1.CCN(C(C)C)C(C)C.Cl.[CH3:36][C:37]1[C:45]2[C:44]([N:46]3[CH2:51][CH2:50][CH:49]([NH2:52])[CH2:48][CH2:47]3)=[N:43][CH:42]=[N:41][C:40]=2[NH:39][CH:38]=1, predict the reaction product. The product is: [CH3:1][O:2][C:3]1[CH:8]=[C:7]([C:9]([NH:52][CH:49]2[CH2:48][CH2:47][N:46]([C:44]3[N:43]=[CH:42][NH:41][C:40]4=[N:39][CH:38]=[C:37]([CH3:36])[C:45]=34)[CH2:51][CH2:50]2)=[O:11])[CH:6]=[CH:5][N:4]=1. (4) Given the reactants [Cl:1][C:2]1[CH:10]=[CH:9][C:8]([C:11]2[C:12]([C@@H:28]([NH:38][C:39](=[O:56])[CH2:40][N:41]3[C:45]4[C:46]([F:51])([F:50])[C@@H:47]5[CH2:49][C@@H:48]5[C:44]=4[C:43]([C:52]([F:55])([F:54])[F:53])=[N:42]3)[CH2:29][C:30]3[CH:35]=[C:34]([F:36])[CH:33]=[C:32]([F:37])[CH:31]=3)=[N:13][C:14]([C:17]3[CH:18]=[N:19][N:20]([CH:22]4[CH2:27]COCC4)[CH:21]=3)=[CH:15][CH:16]=2)=[C:7]2[C:3]=1[C:4]([NH:58][S:59]([CH3:62])(=[O:61])=[O:60])=[N:5][N:6]2[CH3:57].ClC1N=C([C@@H](N[C:81](=[O:98])CN2C3C(F)(F)[C@@H]4C[C@@H]4C=3C(C(F)(F)F)=N2)CC2C=C(F)C=C(F)C=2)C(C2C=CC(Cl)=C3C=2N(C)N=C3NS(C)(=O)=O)=CC=1.O1CC(N2C=C(B3OC(C)(C)C(C)(C)O3)C=N2)C1, predict the reaction product. The product is: [Cl:1][C:2]1[CH:10]=[CH:9][C:8]([C:11]2[C:12]([C@@H:28]([NH:38][C:39](=[O:56])[CH2:40][N:41]3[C:45]4[C:46]([F:51])([F:50])[C@@H:47]5[CH2:49][C@@H:48]5[C:44]=4[C:43]([C:52]([F:54])([F:55])[F:53])=[N:42]3)[CH2:29][C:30]3[CH:31]=[C:32]([F:37])[CH:33]=[C:34]([F:36])[CH:35]=3)=[N:13][C:14]([C:17]3[CH:18]=[N:19][N:20]([CH:22]4[CH2:27][O:98][CH2:81]4)[CH:21]=3)=[CH:15][CH:16]=2)=[C:7]2[C:3]=1[C:4]([NH:58][S:59]([CH3:62])(=[O:60])=[O:61])=[N:5][N:6]2[CH3:57]. (5) Given the reactants [CH3:1][O:2][C:3]1[CH:10]=[CH:9][CH:8]=[C:7]([CH3:11])[C:4]=1[CH2:5]O.C(N(CC)CC)C.CS(Cl)(=O)=O.[C:24]1(=[O:34])[NH:28][C:27](=[O:29])[C:26]2=[CH:30][CH:31]=[CH:32][CH:33]=[C:25]12.[K], predict the reaction product. The product is: [CH3:1][O:2][C:3]1[CH:10]=[CH:9][CH:8]=[C:7]([CH3:11])[C:4]=1[CH2:5][C:33]1[CH:32]=[CH:31][CH:30]=[C:26]2[C:27]([NH:28][C:24](=[O:34])[C:25]=12)=[O:29].